This data is from Peptide-MHC class II binding affinity with 134,281 pairs from IEDB. The task is: Regression. Given a peptide amino acid sequence and an MHC pseudo amino acid sequence, predict their binding affinity value. This is MHC class II binding data. (1) The peptide sequence is EPIAAYHFDLSGIAF. The MHC is DRB1_0401 with pseudo-sequence DRB1_0401. The binding affinity (normalized) is 0.152. (2) The peptide sequence is ELLEFHYYLSSKLNK. The MHC is DRB1_0802 with pseudo-sequence DRB1_0802. The binding affinity (normalized) is 0.356. (3) The peptide sequence is LEHEMWRSRADEINA. The MHC is DRB1_0404 with pseudo-sequence DRB1_0404. The binding affinity (normalized) is 0.371. (4) The binding affinity (normalized) is 0.173. The MHC is HLA-DQA10201-DQB10202 with pseudo-sequence HLA-DQA10201-DQB10202. The peptide sequence is EVLKGPFTVRYTTEG.